Dataset: Forward reaction prediction with 1.9M reactions from USPTO patents (1976-2016). Task: Predict the product of the given reaction. Given the reactants [CH2:1]([O:3][C:4]([C:6]1[N:7]=[C:8]([N:11]2[CH2:14][CH:13]([OH:15])[CH2:12]2)[S:9][CH:10]=1)=[O:5])[CH3:2].[CH3:16][S:17](Cl)(=[O:19])=[O:18].C(N(CC)CC)C.C(O)C, predict the reaction product. The product is: [CH2:1]([O:3][C:4]([C:6]1[N:7]=[C:8]([N:11]2[CH2:12][CH:13]([O:15][S:17]([CH3:16])(=[O:19])=[O:18])[CH2:14]2)[S:9][CH:10]=1)=[O:5])[CH3:2].